From a dataset of Forward reaction prediction with 1.9M reactions from USPTO patents (1976-2016). Predict the product of the given reaction. (1) Given the reactants [CH3:1][C:2]1[CH:7]=[C:6]([CH3:8])[N:5]2[N:9]=[C:10]([SH:12])[N:11]=[C:4]2[N:3]=1.Br[CH2:14][CH2:15][O:16][C:17]1[CH:22]=[CH:21][C:20]([Cl:23])=[CH:19][CH:18]=1.C(=O)([O-])[O-].[K+].[K+].CN(C)C=O, predict the reaction product. The product is: [Cl:23][C:20]1[CH:21]=[CH:22][C:17]([O:16][CH2:15][CH2:14][S:12][C:10]2[N:11]=[C:4]3[N:3]=[C:2]([CH3:1])[CH:7]=[C:6]([CH3:8])[N:5]3[N:9]=2)=[CH:18][CH:19]=1. (2) Given the reactants Cl[C:2]1[C:3]([CH3:22])=[N:4][C:5]2[C:10]([N:11]=1)=[C:9]([C:12]1[NH:20][C:19]3[CH2:18][CH2:17][NH:16][C:15](=[O:21])[C:14]=3[CH:13]=1)[CH:8]=[CH:7][CH:6]=2.Cl.[F:24][C:25]([F:30])([F:29])[C@@H:26]([NH2:28])[CH3:27].[O-]P([O-])([O-])=O.[K+].[K+].[K+].C(#N)C.[OH2:42], predict the reaction product. The product is: [C:26]([OH:21])([C:25]([F:30])([F:29])[F:24])=[O:42].[CH3:22][C:3]1[C:2]([NH:28][C@@H:26]([CH3:27])[C:25]([F:30])([F:29])[F:24])=[N:11][C:10]2[C:5](=[CH:6][CH:7]=[CH:8][C:9]=2[C:12]2[NH:20][C:19]3[CH2:18][CH2:17][NH:16][C:15](=[O:21])[C:14]=3[CH:13]=2)[N:4]=1. (3) The product is: [C:1]([O:5][C:6]([CH2:8][NH:9][CH:17]([CH2:46][C:47]1[CH:52]=[CH:51][C:50]([NH:53][C:54]([O:56][C:57]([CH3:60])([CH3:59])[CH3:58])=[O:55])=[CH:49][CH:48]=1)[CH2:18][N:19]([CH2:38][C:39]([O:41][C:42]([CH3:43])([CH3:44])[CH3:45])=[O:40])[CH2:20][CH2:21][NH:22][CH2:30][C:31]([O:33][C:34]([CH3:37])([CH3:36])[CH3:35])=[O:32])=[O:7])([CH3:2])([CH3:3])[CH3:4]. Given the reactants [C:1]([O:5][C:6]([CH2:8][N:9]([CH:17]([CH2:46][C:47]1[CH:52]=[CH:51][C:50]([NH:53][C:54]([O:56][C:57]([CH3:60])([CH3:59])[CH3:58])=[O:55])=[CH:49][CH:48]=1)[CH2:18][N:19]([CH2:38][C:39]([O:41][C:42]([CH3:45])([CH3:44])[CH3:43])=[O:40])[CH2:20][CH2:21][N:22]([CH2:30][C:31]([O:33][C:34]([CH3:37])([CH3:36])[CH3:35])=[O:32])CC1C=CC=CC=1)CC1C=CC=CC=1)=[O:7])([CH3:4])([CH3:3])[CH3:2].C([O-])=O.[NH4+], predict the reaction product. (4) Given the reactants Cl[C:2]([O:4][CH:5]([CH3:7])[CH3:6])=[O:3].[NH2:8][C:9]1[CH:14]=[C:13]([NH:15][C:16](=[O:25])[C:17]2[C:22]([Cl:23])=[CH:21][CH:20]=[CH:19][C:18]=2[Cl:24])[CH:12]=[CH:11][N:10]=1, predict the reaction product. The product is: [Cl:24][C:18]1[CH:19]=[CH:20][CH:21]=[C:22]([Cl:23])[C:17]=1[C:16]([NH:15][C:13]1[CH:12]=[CH:11][N:10]=[C:9]([NH:8][C:2](=[O:3])[O:4][CH:5]([CH3:7])[CH3:6])[CH:14]=1)=[O:25]. (5) The product is: [NH:13]1[C:14]2=[CH:15][N:16]=[CH:17][CH:18]=[C:19]2[C:11]2([CH2:10][CH2:9][NH:8][CH2:22][CH2:21]2)[C:12]1=[O:20]. Given the reactants C([N:8]1[CH2:22][CH2:21][C:11]2([C:19]3[C:14](=[CH:15][N:16]=[CH:17][CH:18]=3)[NH:13][C:12]2=[O:20])[CH2:10][CH2:9]1)C1C=CC=CC=1, predict the reaction product.